From a dataset of Full USPTO retrosynthesis dataset with 1.9M reactions from patents (1976-2016). Predict the reactants needed to synthesize the given product. (1) Given the product [CH:1]([N:14]1[CH2:15][C:16]([CH2:19][NH:20][C:26](=[O:27])[O:25][C:22]([CH3:24])([CH3:23])[CH3:21])([F:18])[CH2:17]1)([C:8]1[CH:13]=[CH:12][CH:11]=[CH:10][CH:9]=1)[C:2]1[CH:7]=[CH:6][CH:5]=[CH:4][CH:3]=1, predict the reactants needed to synthesize it. The reactants are: [CH:1]([N:14]1[CH2:17][C:16]([CH2:19][NH2:20])([F:18])[CH2:15]1)([C:8]1[CH:13]=[CH:12][CH:11]=[CH:10][CH:9]=1)[C:2]1[CH:7]=[CH:6][CH:5]=[CH:4][CH:3]=1.[CH3:21][C:22]([O:25][C:26](O[C:26]([O:25][C:22]([CH3:24])([CH3:23])[CH3:21])=[O:27])=[O:27])([CH3:24])[CH3:23]. (2) Given the product [I:8][C:7]1[C:2]([NH:1][S:18]([CH3:17])(=[O:20])=[O:19])=[CH:3][C:4]([O:15][CH3:16])=[C:5]([NH:9][C:10](=[O:14])[O:11][CH2:12][CH3:13])[CH:6]=1, predict the reactants needed to synthesize it. The reactants are: [NH2:1][C:2]1[C:7]([I:8])=[CH:6][C:5]([NH:9][C:10](=[O:14])[O:11][CH2:12][CH3:13])=[C:4]([O:15][CH3:16])[CH:3]=1.[CH3:17][S:18](Cl)(=[O:20])=[O:19].